Dataset: Full USPTO retrosynthesis dataset with 1.9M reactions from patents (1976-2016). Task: Predict the reactants needed to synthesize the given product. (1) Given the product [CH3:11][N:12]1[CH2:17][CH2:16][N:15]([C:2]2[CH:7]=[CH:6][CH:5]=[C:4]([N+:8]([O-:10])=[O:9])[CH:3]=2)[CH2:14][CH2:13]1, predict the reactants needed to synthesize it. The reactants are: Cl[C:2]1[CH:7]=[CH:6][CH:5]=[C:4]([N+:8]([O-:10])=[O:9])[CH:3]=1.[CH3:11][N:12]1[CH2:17][CH2:16][NH:15][CH2:14][CH2:13]1. (2) The reactants are: [F:1][C:2]([F:28])([F:27])[C:3]1[CH:8]=[CH:7][C:6]([C:9]2[C:10]([C:15]([NH:17][C:18]3[CH:19]=[C:20]([C:24](O)=[O:25])[N:21]([CH3:23])[CH:22]=3)=[O:16])=[CH:11][CH:12]=[CH:13][CH:14]=2)=[CH:5][CH:4]=1.[NH2:29][CH2:30][CH:31]1[CH2:36][CH2:35][CH:34]([C:37]([O:39][CH3:40])=[O:38])[CH2:33][CH2:32]1.CN(C(ON1N=NC2C=CC=CC1=2)=[N+](C)C)C.[B-](F)(F)(F)F.C(N(CC)CC)C. Given the product [CH3:40][O:39][C:37]([CH:34]1[CH2:35][CH2:36][CH:31]([CH2:30][NH:29][C:24]([C:20]2[N:21]([CH3:23])[CH:22]=[C:18]([NH:17][C:15]([C:10]3[C:9]([C:6]4[CH:7]=[CH:8][C:3]([C:2]([F:27])([F:1])[F:28])=[CH:4][CH:5]=4)=[CH:14][CH:13]=[CH:12][CH:11]=3)=[O:16])[CH:19]=2)=[O:25])[CH2:32][CH2:33]1)=[O:38], predict the reactants needed to synthesize it.